From a dataset of Full USPTO retrosynthesis dataset with 1.9M reactions from patents (1976-2016). Predict the reactants needed to synthesize the given product. (1) Given the product [N:6]1[CH:7]=[CH:8][CH:9]=[CH:10][C:5]=1[NH:4][CH:11]=[O:12], predict the reactants needed to synthesize it. The reactants are: C[O-].[Na+].[NH2:4][C:5]1[CH:10]=[CH:9][CH:8]=[CH:7][N:6]=1.[CH:11](OCC)=[O:12].Cl. (2) Given the product [C:1]([O:5][C:6](=[O:20])[N:7]([CH2:17][CH:18]=[CH2:19])[CH2:8][CH2:9][C:10]1[CH:15]=[CH:14][C:13]([NH:16][S:30]([C:27]2[CH:28]=[CH:29][C:24]([CH:21]([CH3:23])[CH3:22])=[CH:25][CH:26]=2)(=[O:32])=[O:31])=[CH:12][CH:11]=1)([CH3:3])([CH3:2])[CH3:4], predict the reactants needed to synthesize it. The reactants are: [C:1]([O:5][C:6](=[O:20])[N:7]([CH2:17][CH:18]=[CH2:19])[CH2:8][CH2:9][C:10]1[CH:15]=[CH:14][C:13]([NH2:16])=[CH:12][CH:11]=1)([CH3:4])([CH3:3])[CH3:2].[CH:21]([C:24]1[CH:29]=[CH:28][C:27]([S:30](Cl)(=[O:32])=[O:31])=[CH:26][CH:25]=1)([CH3:23])[CH3:22]. (3) Given the product [C:1]([C:7]1[CH:8]=[CH:9][C:10]([C:11]([NH:17][CH2:18][CH2:19][C:20]([O:22][CH2:23][CH3:24])=[O:21])=[O:13])=[CH:14][CH:15]=1)(=[O:6])[C:2]([CH3:3])([CH3:4])[CH3:5], predict the reactants needed to synthesize it. The reactants are: [C:1]([C:7]1[CH:15]=[CH:14][C:10]([C:11]([OH:13])=O)=[CH:9][CH:8]=1)(=[O:6])[C:2]([CH3:5])([CH3:4])[CH3:3].Cl.[NH2:17][CH2:18][CH2:19][C:20]([O:22][CH2:23][CH3:24])=[O:21].C1C=NC2N(O)N=NC=2C=1.CCN=C=NCCCN(C)C.Cl. (4) Given the product [OH:8][CH2:7][CH2:6][C:4]1[CH:5]=[N:1][N:2]([C:16]([O:17][C:18]([CH3:21])([CH3:20])[CH3:19])=[O:22])[CH:3]=1, predict the reactants needed to synthesize it. The reactants are: [NH:1]1[CH:5]=[C:4]([CH2:6][CH2:7][OH:8])[CH:3]=[N:2]1.C(N(CC)CC)C.[C:16](=O)([O-:22])[O:17][C:18]([CH3:21])([CH3:20])[CH3:19]. (5) Given the product [NH2:1][C:5]1[C:20]2=[C:12]([I:11])[N:13]=[C:14]([C@H:22]3[CH2:23][CH2:24][C@H:25]([C:28]([O:30][CH3:31])=[O:29])[CH2:26][CH2:27]3)[N:15]2[N:2]=[CH:3][N:4]=1, predict the reactants needed to synthesize it. The reactants are: [NH:1]1[CH:5]=[N:4][CH:3]=[N:2]1.O=P(Cl)(Cl)Cl.[I:11][C:12]1[N:13]=[C:14]([C@H:22]2[CH2:27][CH2:26][C@H:25]([C:28]([O:30][CH3:31])=[O:29])[CH2:24][CH2:23]2)[N:15]2[C:20]=1C(=O)NC=N2. (6) Given the product [CH3:17][NH:18][C:10]([C:8]1[S:7][C:6]2[CH:13]=[CH:14][C:3]([C:2]([F:16])([F:15])[F:1])=[CH:4][C:5]=2[CH:9]=1)=[O:11], predict the reactants needed to synthesize it. The reactants are: [F:1][C:2]([F:16])([F:15])[C:3]1[CH:14]=[CH:13][C:6]2[S:7][C:8]([C:10](O)=[O:11])=[CH:9][C:5]=2[CH:4]=1.[CH3:17][NH2:18]. (7) Given the product [NH2:1][C:2]1[N:7]=[C:6]([N:8]2[CH2:32][CH2:31][C:11]3([CH2:15][N:14]([C:16]([O:18][CH2:19][C:20]4[CH:25]=[CH:24][CH:23]=[CH:22][CH:21]=4)=[O:17])[C@H:13]([C:26]([O:28][CH2:29][CH3:30])=[O:27])[CH2:12]3)[CH2:10][CH2:9]2)[CH:5]=[C:4]([O:33][CH:34]([C:39]2[CH:44]=[CH:43][C:42]([C:53]#[N:55])=[CH:41][C:40]=2[N:46]2[CH:50]=[CH:49][C:48]([CH3:51])=[N:47]2)[C:35]([F:38])([F:37])[F:36])[N:3]=1, predict the reactants needed to synthesize it. The reactants are: [NH2:1][C:2]1[N:7]=[C:6]([N:8]2[CH2:32][CH2:31][C:11]3([CH2:15][N:14]([C:16]([O:18][CH2:19][C:20]4[CH:25]=[CH:24][CH:23]=[CH:22][CH:21]=4)=[O:17])[C@H:13]([C:26]([O:28][CH2:29][CH3:30])=[O:27])[CH2:12]3)[CH2:10][CH2:9]2)[CH:5]=[C:4]([O:33][CH:34]([C:39]2[CH:44]=[CH:43][C:42](Cl)=[CH:41][C:40]=2[N:46]2[CH:50]=[CH:49][C:48]([CH3:51])=[N:47]2)[C:35]([F:38])([F:37])[F:36])[N:3]=1.C[C:53]([N:55](C)C)=O. (8) The reactants are: [C:1](N1CCNCC1)(=[O:8])C1C=CC=CC=1.[C:15]([N:23]1[CH2:28][CH2:27][N:26]([C:29](=[O:43])[C:30]([C:32]2[C:40]3[C:35](=[C:36](Cl)[N:37]=[CH:38][C:39]=3[F:41])[NH:34][CH:33]=2)=[O:31])[CH2:25][CH2:24]1)(=[O:22])[C:16]1[CH:21]=[CH:20][CH:19]=[CH:18][CH:17]=1.C[O-].[Na+].FC1C=NC(Cl)=C2C=1C=CN2. Given the product [C:15]([N:23]1[CH2:28][CH2:27][N:26]([C:29](=[O:43])[C:30]([C:32]2[C:40]3[C:35](=[C:36]([O:8][CH3:1])[N:37]=[CH:38][C:39]=3[F:41])[NH:34][CH:33]=2)=[O:31])[CH2:25][CH2:24]1)(=[O:22])[C:16]1[CH:21]=[CH:20][CH:19]=[CH:18][CH:17]=1, predict the reactants needed to synthesize it. (9) Given the product [F:22][C:23]([F:29])([F:28])[S:24]([O-:27])(=[O:26])=[O:25].[C:2]1([S+:8]([C:16]2[CH:21]=[CH:20][CH:19]=[CH:18][CH:17]=2)[C:9]2[CH:14]=[CH:13][C:12]([OH:15])=[CH:11][CH:10]=2)[CH:7]=[CH:6][CH:5]=[CH:4][CH:3]=1, predict the reactants needed to synthesize it. The reactants are: [Cl-].[C:2]1([S+:8]([C:16]2[CH:21]=[CH:20][CH:19]=[CH:18][CH:17]=2)[C:9]2[CH:14]=[CH:13][C:12]([OH:15])=[CH:11][CH:10]=2)[CH:7]=[CH:6][CH:5]=[CH:4][CH:3]=1.[F:22][C:23]([F:29])([F:28])[S:24]([O-:27])(=[O:26])=[O:25].[K+]. (10) Given the product [CH2:1]([O:4][C:5](=[O:30])[N:6]([CH2:16][CH:17]1[CH2:22][CH2:21][N:20]([C:23]2([CH2:27][C:28]#[N:29])[CH2:24][N:25]([C:32]3[C:33]([C:34]#[N:35])=[CH:36][CH:37]=[CH:38][N:39]=3)[CH2:26]2)[CH2:19][CH2:18]1)[C@@H:7]1[CH2:9][C@H:8]1[C:10]1[CH:15]=[CH:14][CH:13]=[CH:12][CH:11]=1)[CH:2]=[CH2:3], predict the reactants needed to synthesize it. The reactants are: [CH2:1]([O:4][C:5](=[O:30])[N:6]([CH2:16][CH:17]1[CH2:22][CH2:21][N:20]([C:23]2([CH2:27][C:28]#[N:29])[CH2:26][NH:25][CH2:24]2)[CH2:19][CH2:18]1)[C@@H:7]1[CH2:9][C@H:8]1[C:10]1[CH:15]=[CH:14][CH:13]=[CH:12][CH:11]=1)[CH:2]=[CH2:3].F[C:32]1[N:39]=[CH:38][CH:37]=[CH:36][C:33]=1[C:34]#[N:35].CCN(C(C)C)C(C)C.